Predict which catalyst facilitates the given reaction. From a dataset of Catalyst prediction with 721,799 reactions and 888 catalyst types from USPTO. (1) Reactant: OC[C:3]([C@@H:5]1[C@@:9]2([CH3:37])[CH2:10][C@@H:11]([O:33][CH2:34][O:35][CH3:36])[CH:12]3[C@:25]45[C@@](O)([CH2:17][C@@H:18]([O:28][CH2:29][O:30][CH3:31])[CH2:19][C@H:20]4[O:21][C:22]([CH3:27])([CH3:26])[O:23][CH2:24]5)C[CH2:14][CH:13]3[C@@:8]2([O:38][CH2:39][O:40][CH3:41])[CH2:7][CH2:6]1)=[O:4].CC(O)=[O:44].[CH3:46][CH2:47][OH:48].O. Product: [OH:48][C@@:47]12[CH2:17][C@@H:18]([O:28][CH2:29][O:30][CH3:31])[CH2:19][C@H:20]3[O:21][C:22]([CH3:27])([CH3:26])[O:23][CH2:24][C@@:25]13[CH:12]1[CH:13]([C@@:8]3([O:38][CH2:39][O:40][CH3:41])[CH2:7][CH2:6][C@H:5]([C:3]([OH:4])=[O:44])[C@@:9]3([CH3:37])[CH2:10][C@H:11]1[O:33][CH2:34][O:35][CH3:36])[CH2:14][CH2:46]2. The catalyst class is: 6. (2) Reactant: C(O/[CH:4]=[C:5](\[C:11](=O)[C:12]([F:15])([F:14])[F:13])/[C:6]([O:8][CH2:9][CH3:10])=[O:7])C.C(N(C(C)C)CC)(C)C.F.[F:27][C:28]1[CH:29]=[CH:30][C:31]([NH:34][NH2:35])=[N:32][CH:33]=1. Product: [F:27][C:28]1[CH:29]=[CH:30][C:31]([N:34]2[C:11]([C:12]([F:13])([F:14])[F:15])=[C:5]([C:6]([O:8][CH2:9][CH3:10])=[O:7])[CH:4]=[N:35]2)=[N:32][CH:33]=1. The catalyst class is: 8. (3) Reactant: [NH2:1][C:2]1[CH:7]=[CH:6][C:5]([C:8]([F:11])([F:10])[F:9])=[CH:4][CH:3]=1.C(N(CC)CC)C.[CH3:19][C:20]([CH3:25])([CH3:24])[C:21](Cl)=[O:22]. Product: [F:11][C:8]([F:9])([F:10])[C:5]1[CH:6]=[CH:7][C:2]([NH:1][C:21](=[O:22])[C:20]([CH3:25])([CH3:24])[CH3:19])=[CH:3][CH:4]=1. The catalyst class is: 4. (4) Reactant: [CH2:1]([O:3][C:4]1[CH:10]=[CH:9][C:7]([NH2:8])=[C:6]([CH3:11])[CH:5]=1)[CH3:2].[C:12]([O:16][C:17](O[C:17]([O:16][C:12]([CH3:15])([CH3:14])[CH3:13])=[O:18])=[O:18])([CH3:15])([CH3:14])[CH3:13]. Product: [CH2:1]([O:3][C:4]1[CH:10]=[CH:9][C:7]([NH:8][C:17](=[O:18])[O:16][C:12]([CH3:15])([CH3:14])[CH3:13])=[C:6]([CH3:11])[CH:5]=1)[CH3:2]. The catalyst class is: 1. (5) Reactant: C(O)C.[C:4]1([S:14]([CH2:17][C:18]2[CH:19]=[C:20]([CH:35]=[CH:36][C:37]=2[N+:38]([O-])=O)[O:21][CH2:22][CH2:23][O:24][S:25]([C:28]2[CH:33]=[CH:32][C:31]([CH3:34])=[CH:30][CH:29]=2)(=[O:27])=[O:26])(=[O:16])=[O:15])[C:13]2[C:8](=[CH:9][CH:10]=[CH:11][CH:12]=2)[CH:7]=[CH:6][CH:5]=1. Product: [NH2:38][C:37]1[CH:36]=[CH:35][C:20]([O:21][CH2:22][CH2:23][O:24][S:25]([C:28]2[CH:33]=[CH:32][C:31]([CH3:34])=[CH:30][CH:29]=2)(=[O:26])=[O:27])=[CH:19][C:18]=1[CH2:17][S:14]([C:4]1[C:13]2[C:8](=[CH:9][CH:10]=[CH:11][CH:12]=2)[CH:7]=[CH:6][CH:5]=1)(=[O:15])=[O:16]. The catalyst class is: 354. (6) Reactant: Cl[C:2]1[C:11]2[C:6](=[C:7]([C:12]3[CH:16]=[CH:15][S:14][CH:13]=3)[CH:8]=[CH:9][CH:10]=2)[CH:5]=[CH:4][N:3]=1.[N:17]1([C:22]2[CH:23]=[C:24]([CH:26]=[CH:27][CH:28]=2)[NH2:25])[CH:21]=[CH:20][N:19]=[CH:18]1.C(=O)([O-])[O-].[K+].[K+]. Product: [N:17]1([C:22]2[CH:23]=[C:24]([NH:25][C:2]3[C:11]4[C:6](=[C:7]([C:12]5[CH:16]=[CH:15][S:14][CH:13]=5)[CH:8]=[CH:9][CH:10]=4)[CH:5]=[CH:4][N:3]=3)[CH:26]=[CH:27][CH:28]=2)[CH:21]=[CH:20][N:19]=[CH:18]1. The catalyst class is: 4.